From a dataset of Forward reaction prediction with 1.9M reactions from USPTO patents (1976-2016). Predict the product of the given reaction. (1) Given the reactants [Cl:1][C:2]1[C:7]([OH:8])=[C:6](I)[CH:5]=[C:4]([CH2:10][OH:11])[N:3]=1.[CH3:12][Si:13]([C:16]#[CH:17])([CH3:15])[CH3:14].CCN(CC)CC, predict the reaction product. The product is: [Cl:1][C:2]1[C:7]([OH:8])=[C:6]([C:17]#[C:16][Si:13]([CH3:15])([CH3:14])[CH3:12])[CH:5]=[C:4]([CH2:10][OH:11])[N:3]=1. (2) Given the reactants [F:1][C:2]1[CH:19]=[CH:18][C:5]([CH2:6][C:7]2[NH:11][N:10]=[C:9]([C:12]3[CH:17]=[CH:16][N:15]=[CH:14][CH:13]=3)[CH:8]=2)=[CH:4][CH:3]=1.[H-].[Na+].[CH3:22][O:23][CH2:24][CH2:25]Br, predict the reaction product. The product is: [F:1][C:2]1[CH:19]=[CH:18][C:5]([CH2:6][C:7]2[N:11]([CH2:25][CH2:24][O:23][CH3:22])[N:10]=[C:9]([C:12]3[CH:17]=[CH:16][N:15]=[CH:14][CH:13]=3)[CH:8]=2)=[CH:4][CH:3]=1.